Dataset: Merck oncology drug combination screen with 23,052 pairs across 39 cell lines. Task: Regression. Given two drug SMILES strings and cell line genomic features, predict the synergy score measuring deviation from expected non-interaction effect. (1) Drug 1: COC12C(COC(N)=O)C3=C(C(=O)C(C)=C(N)C3=O)N1CC1NC12. Drug 2: CS(=O)(=O)CCNCc1ccc(-c2ccc3ncnc(Nc4ccc(OCc5cccc(F)c5)c(Cl)c4)c3c2)o1. Cell line: NCIH1650. Synergy scores: synergy=7.88. (2) Drug 1: O=C(NOCC(O)CO)c1ccc(F)c(F)c1Nc1ccc(I)cc1F. Drug 2: NC1CCCCC1N.O=C(O)C(=O)O.[Pt+2]. Cell line: RKO. Synergy scores: synergy=-5.90. (3) Drug 1: CC1(c2nc3c(C(N)=O)cccc3[nH]2)CCCN1. Drug 2: COC1=C2CC(C)CC(OC)C(O)C(C)C=C(C)C(OC(N)=O)C(OC)C=CC=C(C)C(=O)NC(=CC1=O)C2=O. Cell line: HT144. Synergy scores: synergy=2.99. (4) Drug 1: O=c1[nH]cc(F)c(=O)[nH]1. Drug 2: Cn1cc(-c2cnn3c(N)c(Br)c(C4CCCNC4)nc23)cn1. Cell line: OCUBM. Synergy scores: synergy=58.8. (5) Drug 2: CNC(=O)c1cc(Oc2ccc(NC(=O)Nc3ccc(Cl)c(C(F)(F)F)c3)cc2)ccn1. Drug 1: CC(C)CC(NC(=O)C(Cc1ccccc1)NC(=O)c1cnccn1)B(O)O. Synergy scores: synergy=-11.9. Cell line: EFM192B. (6) Drug 1: NC(=O)c1cccc2cn(-c3ccc(C4CCCNC4)cc3)nc12. Drug 2: Cc1nc(Nc2ncc(C(=O)Nc3c(C)cccc3Cl)s2)cc(N2CCN(CCO)CC2)n1. Cell line: T47D. Synergy scores: synergy=-15.4. (7) Drug 1: COC1=C2CC(C)CC(OC)C(O)C(C)C=C(C)C(OC(N)=O)C(OC)C=CC=C(C)C(=O)NC(=CC1=O)C2=O. Drug 2: CCc1c2c(nc3ccc(O)cc13)-c1cc3c(c(=O)n1C2)COC(=O)C3(O)CC. Cell line: SW620. Synergy scores: synergy=-1.37.